This data is from Peptide-MHC class I binding affinity with 185,985 pairs from IEDB/IMGT. The task is: Regression. Given a peptide amino acid sequence and an MHC pseudo amino acid sequence, predict their binding affinity value. This is MHC class I binding data. (1) The peptide sequence is ETRSFTTHF. The MHC is HLA-B15:01 with pseudo-sequence HLA-B15:01. The binding affinity (normalized) is 0.0847. (2) The peptide sequence is VESENKVVIL. The MHC is Patr-B2401 with pseudo-sequence Patr-B2401. The binding affinity (normalized) is 0.234.